From a dataset of Peptide-MHC class II binding affinity with 134,281 pairs from IEDB. Regression. Given a peptide amino acid sequence and an MHC pseudo amino acid sequence, predict their binding affinity value. This is MHC class II binding data. (1) The peptide sequence is DITVKNCVLKKSTNG. The MHC is DRB1_1302 with pseudo-sequence DRB1_1302. The binding affinity (normalized) is 0.262. (2) The peptide sequence is IKDVLKYRWLNLSAN. The MHC is DRB1_0404 with pseudo-sequence DRB1_0404. The binding affinity (normalized) is 0.638. (3) The peptide sequence is DVYYTSAFVFPTKDV. The MHC is DRB4_0101 with pseudo-sequence DRB4_0103. The binding affinity (normalized) is 0.236. (4) The peptide sequence is AAGTAAQAAVVRFQE. The MHC is DRB1_0301 with pseudo-sequence DRB1_0301. The binding affinity (normalized) is 0. (5) The peptide sequence is KFWYVNHTLTGQHTL. The MHC is DRB1_0101 with pseudo-sequence DRB1_0101. The binding affinity (normalized) is 0.917.